This data is from Full USPTO retrosynthesis dataset with 1.9M reactions from patents (1976-2016). The task is: Predict the reactants needed to synthesize the given product. (1) Given the product [F:1][C:2]([F:15])([F:16])[C:3]([NH:5][C@H:6]([CH3:14])[CH2:7][C:8]1[CH:13]=[CH:12][C:11]([S:25]([C:21]2[CH:22]=[CH:23][CH:24]=[C:19]([O:18][CH3:17])[CH:20]=2)(=[O:27])=[O:26])=[CH:10][CH:9]=1)=[O:4], predict the reactants needed to synthesize it. The reactants are: [F:1][C:2]([F:16])([F:15])[C:3]([NH:5][C@H:6]([CH3:14])[CH2:7][C:8]1[CH:13]=[CH:12][CH:11]=[CH:10][CH:9]=1)=[O:4].[CH3:17][O:18][C:19]1[CH:20]=[C:21]([S:25](Cl)(=[O:27])=[O:26])[CH:22]=[CH:23][CH:24]=1.Cl[Al](Cl)Cl. (2) Given the product [NH2:1][C:2]1[CH:3]=[C:4]([CH:17]=[CH:18][C:19]=1[Cl:20])[C:5]([NH:26][CH2:25][C:24]1[CH:27]=[CH:28][CH:29]=[C:22]([F:21])[CH:23]=1)=[O:7], predict the reactants needed to synthesize it. The reactants are: [NH2:1][C:2]1[CH:3]=[C:4]([CH:17]=[CH:18][C:19]=1[Cl:20])[C:5]([O:7]N1C2C=CC=CC=2N=N1)=O.[F:21][C:22]1[CH:23]=[C:24]([CH:27]=[CH:28][CH:29]=1)[CH2:25][NH2:26].C(N(CC)CC)C.CN(C)C=O.